The task is: Predict the reaction yield, written as a fraction of the theoretical maximum amount of product (1.0 means a 100% yield; for example, 0.34 means a 34% yield).. This data is from Reaction yield outcomes from USPTO patents with 853,638 reactions. (1) The reactants are [F:1][C:2]1[CH:3]=[C:4]([C:8]2[CH:9]=[C:10]3[C:14](=[C:15]([C:17]([NH2:19])=[O:18])[CH:16]=2)[NH:13][N:12]=[C:11]3[CH:20]2[CH2:25][CH2:24][NH:23][CH2:22][CH2:21]2)[CH:5]=[CH:6][CH:7]=1.Cl[CH2:27][CH2:28][S:29](Cl)(=[O:31])=[O:30].C(N(CC)CC)C.C([O-])([O-])=O.[K+].[K+].[N:46]1([CH:52]2[CH2:57][CH2:56][NH:55][CH2:54][CH2:53]2)[CH2:51][CH2:50][CH2:49][CH2:48][CH2:47]1. The catalyst is CN(C=O)C. The product is [N:46]1([CH:52]2[CH2:57][CH2:56][N:55]([CH2:27][CH2:28][S:29]([N:23]3[CH2:24][CH2:25][CH:20]([C:11]4[C:10]5[C:14](=[C:15]([C:17]([NH2:19])=[O:18])[CH:16]=[C:8]([C:4]6[CH:5]=[CH:6][CH:7]=[C:2]([F:1])[CH:3]=6)[CH:9]=5)[NH:13][N:12]=4)[CH2:21][CH2:22]3)(=[O:31])=[O:30])[CH2:54][CH2:53]2)[CH2:51][CH2:50][CH2:49][CH2:48][CH2:47]1. The yield is 0.230. (2) The reactants are [OH:1][CH2:2][CH2:3][N:4]1[CH2:8][CH2:7][CH2:6][C:5]1=[O:9].[N+:10]([C:13]1[CH:20]=[CH:19][CH:18]=[C:17]([N+]([O-])=O)[C:14]=1[C:15]#[N:16])([O-:12])=[O:11]. No catalyst specified. The product is [N+:10]([C:13]1[CH:20]=[CH:19][CH:18]=[C:17]([O:1][CH2:2][CH2:3][N:4]2[CH2:8][CH2:7][CH2:6][C:5]2=[O:9])[C:14]=1[C:15]#[N:16])([O-:12])=[O:11]. The yield is 0.740. (3) The reactants are CC1C(=O)NC(=O)NC=1C(O)=O.[OH:13][C:14]1[N:19]=[C:18]([OH:20])[CH:17]=[C:16]([C:21]([O:23][CH3:24])=[O:22])[N:15]=1.S(Cl)([Cl:28])(=O)=O. The catalyst is C(OC(=O)C)(=O)C. The product is [Cl:28][C:17]1[C:18]([OH:20])=[N:19][C:14]([OH:13])=[N:15][C:16]=1[C:21]([O:23][CH3:24])=[O:22]. The yield is 0.890. (4) The reactants are Cl[C:2]1[C:3]([C:10]([O:12][CH3:13])=[O:11])=[N:4][N:5]([CH3:9])[C:6](=[O:8])[CH:7]=1.[F:14][C:15]1[CH:21]=[C:20]([S:22][CH3:23])[CH:19]=[CH:18][C:16]=1[NH2:17].C1C=CC(P(C2C(C3C(P(C4C=CC=CC=4)C4C=CC=CC=4)=CC=C4C=3C=CC=C4)=C3C(C=CC=C3)=CC=2)C2C=CC=CC=2)=CC=1.C([O-])([O-])=O.[Cs+].[Cs+].N#N. The catalyst is C1(C)C=CC=CC=1.CCOC(C)=O.CC([O-])=O.CC([O-])=O.[Pd+2]. The product is [F:14][C:15]1[CH:21]=[C:20]([S:22][CH3:23])[CH:19]=[CH:18][C:16]=1[NH:17][C:2]1[C:3]([C:10]([O:12][CH3:13])=[O:11])=[N:4][N:5]([CH3:9])[C:6](=[O:8])[CH:7]=1. The yield is 0.420. (5) The reactants are [F:1][C:2]1[CH:3]=[CH:4][C:5]([OH:20])=[C:6]([C@H:8]2[CH2:12][CH2:11][CH2:10][N:9]2C(OC(C)(C)C)=O)[CH:7]=1.[ClH:21]. The catalyst is C(Cl)Cl. The product is [ClH:21].[F:1][C:2]1[CH:3]=[CH:4][C:5]([OH:20])=[C:6]([C@H:8]2[CH2:12][CH2:11][CH2:10][NH:9]2)[CH:7]=1. The yield is 0.900. (6) The reactants are [CH3:1][C:2]1[CH:3]=[CH:4][C:5]2[C:10](O)=[N:9][CH:8]=[N:7][C:6]=2[N:12]=1.CCN(C(C)C)C(C)C.O=P(Cl)(Cl)[Cl:24]. The catalyst is ClCCCl. The product is [Cl:24][C:10]1[C:5]2[CH:4]=[CH:3][C:2]([CH3:1])=[N:12][C:6]=2[N:7]=[CH:8][N:9]=1. The yield is 0.760. (7) The reactants are [CH2:1]([O:4][C:5]([CH3:9])([CH3:8])[CH2:6][OH:7])[CH:2]=[CH2:3].C1C=C(Cl)C=C(C(OO)=[O:18])C=1.C([O-])(O)=O.[Na+].[O-]S([O-])(=S)=O.[Na+].[Na+]. The catalyst is C(Cl)Cl. The product is [CH3:8][C:5]([O:4][CH2:1][CH:2]1[CH2:3][O:18]1)([CH3:9])[CH2:6][OH:7]. The yield is 0.340. (8) The reactants are [F:1][CH:2]([F:22])[O:3][C:4]1[CH:9]=[CH:8][C:7]([C:10](=O)[C:11]([C:13]2[CH:14]=[C:15]([CH:18]=[CH:19]C=2)C=O)=O)=[CH:6][CH:5]=1.Cl.[CH3:24][NH:25][C:26]([NH2:28])=[NH:27].[C:29](=[O:32])([O-])[O-].[Na+].[Na+].[CH:35]([OH:38])(C)C. No catalyst specified. The product is [NH2:27][C:26]1[N:25]([CH3:24])[C:29](=[O:32])[C:10]([C:11]2[CH:13]=[C:14]([CH:15]=[CH:18][CH:19]=2)[CH:35]=[O:38])([C:7]2[CH:6]=[CH:5][C:4]([O:3][CH:2]([F:1])[F:22])=[CH:9][CH:8]=2)[N:28]=1. The yield is 0.930. (9) The reactants are C([O:8][C:9]([C:11]1[C:19]2[C:14](=[CH:15][CH:16]=[C:17]([CH2:20][CH2:21][O:22][S:23]([CH3:26])(=[O:25])=[O:24])[CH:18]=2)[NH:13][C:12]=1[CH3:27])=[O:10])C1C=CC=CC=1. The catalyst is C1COCC1.[Pd]. The product is [CH3:26][S:23]([O:22][CH2:21][CH2:20][C:17]1[CH:18]=[C:19]2[C:14](=[CH:15][CH:16]=1)[NH:13][C:12]([CH3:27])=[C:11]2[C:9]([OH:10])=[O:8])(=[O:24])=[O:25]. The yield is 0.480.